This data is from NCI-60 drug combinations with 297,098 pairs across 59 cell lines. The task is: Regression. Given two drug SMILES strings and cell line genomic features, predict the synergy score measuring deviation from expected non-interaction effect. (1) Drug 1: C1=NC2=C(N=C(N=C2N1C3C(C(C(O3)CO)O)F)Cl)N. Drug 2: CCC1(CC2CC(C3=C(CCN(C2)C1)C4=CC=CC=C4N3)(C5=C(C=C6C(=C5)C78CCN9C7C(C=CC9)(C(C(C8N6C)(C(=O)OC)O)OC(=O)C)CC)OC)C(=O)OC)O.OS(=O)(=O)O. Cell line: PC-3. Synergy scores: CSS=-2.37, Synergy_ZIP=2.23, Synergy_Bliss=2.09, Synergy_Loewe=-1.39, Synergy_HSA=-1.49. (2) Drug 1: CC12CCC3C(C1CCC2=O)CC(=C)C4=CC(=O)C=CC34C. Drug 2: CN(C(=O)NC(C=O)C(C(C(CO)O)O)O)N=O. Cell line: UO-31. Synergy scores: CSS=11.0, Synergy_ZIP=-6.32, Synergy_Bliss=-2.70, Synergy_Loewe=-14.9, Synergy_HSA=-2.62. (3) Drug 1: CCC1=C2CN3C(=CC4=C(C3=O)COC(=O)C4(CC)O)C2=NC5=C1C=C(C=C5)O. Drug 2: N.N.Cl[Pt+2]Cl. Cell line: T-47D. Synergy scores: CSS=55.0, Synergy_ZIP=-0.172, Synergy_Bliss=-0.625, Synergy_Loewe=-8.38, Synergy_HSA=4.80. (4) Drug 1: CCC1=C2CN3C(=CC4=C(C3=O)COC(=O)C4(CC)O)C2=NC5=C1C=C(C=C5)O. Drug 2: B(C(CC(C)C)NC(=O)C(CC1=CC=CC=C1)NC(=O)C2=NC=CN=C2)(O)O. Cell line: U251. Synergy scores: CSS=61.6, Synergy_ZIP=0.310, Synergy_Bliss=-1.03, Synergy_Loewe=-15.0, Synergy_HSA=0.0300.